The task is: Predict the reactants needed to synthesize the given product.. This data is from Full USPTO retrosynthesis dataset with 1.9M reactions from patents (1976-2016). (1) Given the product [C:35]([O:34][C:32](=[O:33])[NH:20][CH:21]([CH2:29][C:14]1[CH:13]=[CH:12][CH:11]=[CH:10][CH:15]=1)[C:22]([NH:57][CH:58]([C:59](=[O:60])[NH:61][CH:62]([CH2:79][C:80]1[CH:85]=[C:84]([F:86])[C:83]([F:87])=[CH:82][C:81]=1[F:88])[CH2:63][C:64](=[O:78])[N:65]1[CH2:70][CH2:69][N:68]2[C:71]([C:74]([F:75])([F:77])[F:76])=[N:72][N:73]=[C:67]2[CH2:66]1)[CH3:89])=[CH2:23])([CH3:38])([CH3:37])[CH3:36], predict the reactants needed to synthesize it. The reactants are: CCN(C(C)C)C(C)C.[CH:10]1[CH:11]=[CH:12][C:13]2N(O)N=N[C:14]=2[CH:15]=1.[NH:20]([C:32]([O:34][C:35]([CH3:38])([CH3:37])[CH3:36])=[O:33])[C@H:21]([C:29](O)=O)[CH2:22][C:23]1C=CC=CC=1.N[C@H](C(O)=O)C.CCN=C=NCCCN(C)C.Cl.[NH2:57][CH:58]([CH3:89])[C:59]([NH:61][CH:62]([CH2:79][C:80]1[CH:85]=[C:84]([F:86])[C:83]([F:87])=[CH:82][C:81]=1[F:88])[CH2:63][C:64](=[O:78])[N:65]1[CH2:70][CH2:69][N:68]2[C:71]([C:74]([F:77])([F:76])[F:75])=[N:72][N:73]=[C:67]2[CH2:66]1)=[O:60]. (2) Given the product [NH2:8][C@@H:9]([CH2:40][CH:41]([CH3:43])[CH3:42])[C:10](=[O:39])[C@@:11]([OH:38])([CH3:37])[CH2:12][O:13][S:14]([C:17]1[C:34]([CH3:35])=[CH:33][C:20]([O:21][CH2:22][C:23]([O:25][CH2:26][C:27]2[CH:28]=[CH:29][CH:30]=[CH:31][CH:32]=2)=[O:24])=[CH:19][C:18]=1[CH3:36])(=[O:15])=[O:16], predict the reactants needed to synthesize it. The reactants are: C(OC([NH:8][C@@H:9]([CH2:40][CH:41]([CH3:43])[CH3:42])[C:10](=[O:39])[C@@:11]([OH:38])([CH3:37])[CH2:12][O:13][S:14]([C:17]1[C:34]([CH3:35])=[CH:33][C:20]([O:21][CH2:22][C:23]([O:25][CH2:26][C:27]2[CH:32]=[CH:31][CH:30]=[CH:29][CH:28]=2)=[O:24])=[CH:19][C:18]=1[CH3:36])(=[O:16])=[O:15])=O)(C)(C)C.C(O)(C(F)(F)F)=O.